From a dataset of Full USPTO retrosynthesis dataset with 1.9M reactions from patents (1976-2016). Predict the reactants needed to synthesize the given product. (1) Given the product [Cl:21][C:18]1[N:19]=[CH:20][C:15]([C@@H:10]([N:6]2[CH2:7][CH:8]([F:9])[C@H:4]([NH:1][C:55](=[O:56])[O:54][C:51]([CH3:53])([CH3:52])[CH3:50])[CH2:5]2)[C:11]([F:14])([F:13])[F:12])=[CH:16][CH:17]=1, predict the reactants needed to synthesize it. The reactants are: [N:1]([C@H:4]1[CH:8]([F:9])[CH2:7][N:6]([C@H:10]([C:15]2[CH:16]=[CH:17][C:18]([Cl:21])=[N:19][CH:20]=2)[C:11]([F:14])([F:13])[F:12])[CH2:5]1)=[N+]=[N-].C1(P(C2C=CC=CC=2)C2C=CC=CC=2)C=CC=CC=1.CCN(C(C)C)C(C)C.[CH3:50][C:51]([O:54][C:55](O[C:55]([O:54][C:51]([CH3:53])([CH3:52])[CH3:50])=[O:56])=[O:56])([CH3:53])[CH3:52]. (2) The reactants are: [C:1]([C:3]1[C:4]2[S:15][C:14]([CH3:16])=[CH:13][C:5]=2[NH:6][C:7]=1[C:8]([O:10]CC)=[O:9])#[N:2].O.[OH-].[Li+]. Given the product [C:1]([C:3]1[C:4]2[S:15][C:14]([CH3:16])=[CH:13][C:5]=2[NH:6][C:7]=1[C:8]([OH:10])=[O:9])#[N:2], predict the reactants needed to synthesize it. (3) Given the product [CH3:12][N:13]1[CH2:18][CH2:17][N:16]([CH2:1][C:3]2[CH:11]=[CH:10][C:6]([C:7]([OH:9])=[O:8])=[CH:5][CH:4]=2)[CH2:15][CH2:14]1, predict the reactants needed to synthesize it. The reactants are: [CH:1]([C:3]1[CH:11]=[CH:10][C:6]([C:7]([OH:9])=[O:8])=[CH:5][CH:4]=1)=O.[CH3:12][N:13]1[CH2:18][CH2:17][NH:16][CH2:15][CH2:14]1.[H][H]. (4) Given the product [CH2:1]([O:8][N:9]1[C:15](=[O:16])[N:14]2[CH2:17][C@H:10]1[CH2:11][CH2:12][C@H:13]2[C:18]([NH:21][O:22][CH2:23][CH2:24][NH:25][C:26]([NH:28][C:29](=[O:35])[O:30][C:31]([CH3:33])([CH3:32])[CH3:34])=[O:27])=[O:20])[C:2]1[CH:3]=[CH:4][CH:5]=[CH:6][CH:7]=1, predict the reactants needed to synthesize it. The reactants are: [CH2:1]([O:8][N:9]1[C:15](=[O:16])[N:14]2[CH2:17][C@H:10]1[CH2:11][CH2:12][C@H:13]2[C:18]([OH:20])=O)[C:2]1[CH:7]=[CH:6][CH:5]=[CH:4][CH:3]=1.[NH2:21][O:22][CH2:23][CH2:24][NH:25][C:26]([NH:28][C:29](=[O:35])[O:30][C:31]([CH3:34])([CH3:33])[CH3:32])=[O:27].ON1C2C=CC=CC=2N=N1.Cl.C(N=C=NCCCN(C)C)C. (5) Given the product [Br:11][C:4]1[CH:3]=[C:8]([Cl:9])[CH:7]=[CH:6][C:5]=1[O:10][CH:19]1[CH2:23][CH2:22][CH2:21][C:20]1=[O:24], predict the reactants needed to synthesize it. The reactants are: C([C:3]1[C:4]([Br:11])=[C:5]([OH:10])[CH:6]=[CH:7][C:8]=1[Cl:9])C.C(=O)([O-])[O-].[K+].[K+].Cl[CH:19]1[CH2:23][CH2:22][CH2:21][C:20]1=[O:24].